From a dataset of Ames mutagenicity test results for genotoxicity prediction. Regression/Classification. Given a drug SMILES string, predict its toxicity properties. Task type varies by dataset: regression for continuous values (e.g., LD50, hERG inhibition percentage) or binary classification for toxic/non-toxic outcomes (e.g., AMES mutagenicity, cardiotoxicity, hepatotoxicity). Dataset: ames. (1) The compound is O=C(O)/C(Cl)=C(\CO)C(Cl)Cl. The result is 1 (mutagenic). (2) The molecule is Nc1c(Br)cc(Br)c2c1C(=O)c1ccccc1C2=O. The result is 1 (mutagenic).